The task is: Predict hERG channel inhibition at various concentrations.. This data is from hERG Central: cardiac toxicity at 1µM, 10µM, and general inhibition. (1) The drug is CCOc1ccccc1NC(=O)CSc1nnc(Cn2c(=O)sc3ccccc32)n1C. Results: hERG_inhib (hERG inhibition (general)): blocker. (2) The compound is CSc1ccc(C(=O)C2CCCN(Cc3cccc4nccnc34)C2)cc1. Results: hERG_inhib (hERG inhibition (general)): blocker.